From a dataset of Human liver microsome stability data. Regression/Classification. Given a drug SMILES string, predict its absorption, distribution, metabolism, or excretion properties. Task type varies by dataset: regression for continuous measurements (e.g., permeability, clearance, half-life) or binary classification for categorical outcomes (e.g., BBB penetration, CYP inhibition). Dataset: hlm. (1) The drug is CC(C)(C)OC(=O)N[C@@H]1CC[C@@H](n2nnc3cnc4[nH]ccc4c32)C1. The result is 0 (unstable in human liver microsomes). (2) The molecule is Cc1cnc(NCCc2cccc3ccccc23)c(=O)n1CC(=O)NCCON=C(N)N. The result is 0 (unstable in human liver microsomes).